Regression. Given two drug SMILES strings and cell line genomic features, predict the synergy score measuring deviation from expected non-interaction effect. From a dataset of NCI-60 drug combinations with 297,098 pairs across 59 cell lines. (1) Drug 1: CN1C(=O)N2C=NC(=C2N=N1)C(=O)N. Drug 2: N.N.Cl[Pt+2]Cl. Cell line: ACHN. Synergy scores: CSS=58.1, Synergy_ZIP=2.17, Synergy_Bliss=0.728, Synergy_Loewe=-27.2, Synergy_HSA=-3.62. (2) Drug 1: CN(C)N=NC1=C(NC=N1)C(=O)N. Drug 2: CC1C(C(=O)NC(C(=O)N2CCCC2C(=O)N(CC(=O)N(C(C(=O)O1)C(C)C)C)C)C(C)C)NC(=O)C3=C4C(=C(C=C3)C)OC5=C(C(=O)C(=C(C5=N4)C(=O)NC6C(OC(=O)C(N(C(=O)CN(C(=O)C7CCCN7C(=O)C(NC6=O)C(C)C)C)C)C(C)C)C)N)C. Cell line: T-47D. Synergy scores: CSS=1.20, Synergy_ZIP=-0.705, Synergy_Bliss=2.94, Synergy_Loewe=0.901, Synergy_HSA=1.72. (3) Drug 1: CN1CCC(CC1)COC2=C(C=C3C(=C2)N=CN=C3NC4=C(C=C(C=C4)Br)F)OC. Drug 2: CCCCCOC(=O)NC1=NC(=O)N(C=C1F)C2C(C(C(O2)C)O)O. Cell line: SNB-75. Synergy scores: CSS=2.62, Synergy_ZIP=-1.47, Synergy_Bliss=-0.999, Synergy_Loewe=-11.1, Synergy_HSA=-0.929. (4) Drug 1: CCCS(=O)(=O)NC1=C(C(=C(C=C1)F)C(=O)C2=CNC3=C2C=C(C=N3)C4=CC=C(C=C4)Cl)F. Drug 2: CC1C(C(CC(O1)OC2CC(CC3=C2C(=C4C(=C3O)C(=O)C5=C(C4=O)C(=CC=C5)OC)O)(C(=O)C)O)N)O.Cl. Cell line: NCI-H322M. Synergy scores: CSS=27.7, Synergy_ZIP=7.93, Synergy_Bliss=18.2, Synergy_Loewe=8.03, Synergy_HSA=12.2.